Dataset: Forward reaction prediction with 1.9M reactions from USPTO patents (1976-2016). Task: Predict the product of the given reaction. (1) Given the reactants C(O[C@H:10]1[C@@:14]([O:16][C:17](=[O:24])[C:18]2[CH:23]=[CH:22][CH:21]=[CH:20][CH:19]=2)([CH3:15])[C@H:13]([O:25][C:26](=[O:33])[C:27]2[CH:32]=[CH:31][CH:30]=[CH:29][CH:28]=2)[C@@H:12]([CH2:34][O:35][C:36](=[O:43])[C:37]2[CH:42]=[CH:41][CH:40]=[CH:39][CH:38]=2)[O:11]1)(=O)C1C=CC=CC=1.[NH2:44][C:45]1[N:53]=[C:52]2[C:48]([NH:49][CH:50]=[N:51]2)=[C:47]([Cl:54])[N:46]=1.CCCCCCC=CCCC.O([Si](C)(C)C)S(C(F)(F)F)(=O)=O.C(=O)(O)[O-].[Na+], predict the reaction product. The product is: [C:17]([O:16][C@:14]1([CH3:15])[C@H:13]([O:25][C:26](=[O:33])[C:27]2[CH:32]=[CH:31][CH:30]=[CH:29][CH:28]=2)[C@@H:12]([CH2:34][O:35][C:36](=[O:43])[C:37]2[CH:38]=[CH:39][CH:40]=[CH:41][CH:42]=2)[O:11][C@H:10]1[N:51]1[CH:50]=[N:49][C:48]2[C:52]1=[N:53][C:45]([NH2:44])=[N:46][C:47]=2[Cl:54])(=[O:24])[C:18]1[CH:23]=[CH:22][CH:21]=[CH:20][CH:19]=1. (2) Given the reactants [CH2:1]([O:4][C:5]([CH:7]([CH2:14][CH2:15][CH2:16][CH2:17][C:18]([O:20][CH2:21][CH3:22])=[O:19])[C:8]([O:10][CH2:11][CH:12]=[CH2:13])=[O:9])=[O:6])[CH:2]=[CH2:3].[H-].[Na+].[F:25][C:26]1[CH:27]=[C:28]([CH:31]=[C:32]([F:45])[C:33]=1[O:34][Si:35]([CH:42]([CH3:44])[CH3:43])([CH:39]([CH3:41])[CH3:40])[CH:36]([CH3:38])[CH3:37])[CH2:29]Br.Cl, predict the reaction product. The product is: [CH2:1]([O:4][C:5]([C:7]([CH2:29][C:28]1[CH:27]=[C:26]([F:25])[C:33]([O:34][Si:35]([CH:39]([CH3:41])[CH3:40])([CH:42]([CH3:44])[CH3:43])[CH:36]([CH3:38])[CH3:37])=[C:32]([F:45])[CH:31]=1)([CH2:14][CH2:15][CH2:16][CH2:17][C:18]([O:20][CH2:21][CH3:22])=[O:19])[C:8]([O:10][CH2:11][CH:12]=[CH2:13])=[O:9])=[O:6])[CH:2]=[CH2:3]. (3) Given the reactants [CH3:1][O:2][C:3]1[CH:10]=[CH:9][C:6]([CH:7]=O)=[CH:5][CH:4]=1.Cl.[NH2:12][C@@H:13]([C:16]([O:18][CH3:19])=[O:17])[CH2:14][CH3:15].C(O[BH-](OC(=O)C)OC(=O)C)(=O)C.[Na+].C(=O)([O-])[O-].[Na+].[Na+], predict the reaction product. The product is: [CH3:19][O:18][C:16](=[O:17])[C@H:13]([NH:12][CH2:7][C:6]1[CH:9]=[CH:10][C:3]([O:2][CH3:1])=[CH:4][CH:5]=1)[CH2:14][CH3:15]. (4) Given the reactants [C:1]([O:5][C:6]([C:8]1[CH:16]=[CH:15][C:11]([C:12](O)=[O:13])=[CH:10][C:9]=1[CH3:17])=[O:7])([CH3:4])([CH3:3])[CH3:2].C[N:19]1CCOCC1.C(OC(Cl)=O)C(C)C.[OH-].[NH4+], predict the reaction product. The product is: [C:12]([C:11]1[CH:15]=[CH:16][C:8]([C:6]([O:5][C:1]([CH3:4])([CH3:3])[CH3:2])=[O:7])=[C:9]([CH3:17])[CH:10]=1)(=[O:13])[NH2:19]. (5) Given the reactants [F:1][C:2]([F:12])([F:11])[CH2:3][CH2:4][S:5][CH2:6][CH2:7][C:8]([OH:10])=O.[CH:13]1N=C[N:15](C(N2C=NC=C2)=O)[CH:14]=1.Cl.N1C=CN=C1.[Cl:31][C:32]1(NCC)[CH:36]=[CH:35][N:34]([C:37]2[CH:38]=[N:39][CH:40]=[CH:41][CH:42]=2)[NH:33]1, predict the reaction product. The product is: [Cl:31][C:32]1[C:36]([N:15]([CH2:14][CH3:13])[C:8](=[O:10])[CH2:7][CH2:6][S:5][CH2:4][CH2:3][C:2]([F:1])([F:12])[F:11])=[CH:35][N:34]([C:37]2[CH:38]=[N:39][CH:40]=[CH:41][CH:42]=2)[N:33]=1. (6) Given the reactants [Cl:1][CH2:2][CH2:3][N:4]([CH2:26][CH2:27][Cl:28])[C:5]1[CH:10]=[CH:9][C:8]([NH:11][C:12](=[O:25])[NH:13][C:14]2[CH:15]=[C:16]([NH:20][C:21](=[O:24])[CH2:22]Cl)[CH:17]=[CH:18][CH:19]=2)=[CH:7][CH:6]=1.[CH3:29][NH:30][CH3:31], predict the reaction product. The product is: [Cl:28][CH2:27][CH2:26][N:4]([CH2:3][CH2:2][Cl:1])[C:5]1[CH:6]=[CH:7][C:8]([NH:11][C:12](=[O:25])[NH:13][C:14]2[CH:15]=[C:16]([NH:20][C:21](=[O:24])[CH2:22][N:30]([CH3:31])[CH3:29])[CH:17]=[CH:18][CH:19]=2)=[CH:9][CH:10]=1. (7) Given the reactants Br[C:2]1[CH:3]=[N:4][CH:5]=[C:6]([CH:11]=1)[C:7]([O:9][CH3:10])=[O:8].[CH3:12][S:13]([C:16]1[CH:21]=[CH:20][C:19](B(O)O)=[CH:18][CH:17]=1)(=[O:15])=[O:14], predict the reaction product. The product is: [CH3:12][S:13]([C:16]1[CH:21]=[CH:20][C:19]([C:2]2[CH:11]=[C:6]([C:7]([O:9][CH3:10])=[O:8])[CH:5]=[N:4][CH:3]=2)=[CH:18][CH:17]=1)(=[O:15])=[O:14]. (8) Given the reactants [C:1]([O:5][C:6]([NH:8][CH2:9][CH2:10][CH2:11][C:12]([OH:14])=[O:13])=[O:7])([CH3:4])([CH3:3])[CH3:2].[C:15]([O-])([O-])=O.[K+].[K+].CI, predict the reaction product. The product is: [C:1]([O:5][C:6]([NH:8][CH2:9][CH2:10][CH2:11][C:12]([O:14][CH3:15])=[O:13])=[O:7])([CH3:4])([CH3:2])[CH3:3]. (9) Given the reactants [F:1][C:2]([F:21])([F:20])[C:3]1[CH:8]=[CH:7][C:6]([C:9]2[S:10][CH:11]=[C:12]([CH2:18][OH:19])[C:13]=2[O:14][CH2:15][O:16][CH3:17])=[CH:5][CH:4]=1, predict the reaction product. The product is: [F:20][C:2]([F:1])([F:21])[C:3]1[CH:4]=[CH:5][C:6]([C:9]2[S:10][CH:11]=[C:12]([CH:18]=[O:19])[C:13]=2[O:14][CH2:15][O:16][CH3:17])=[CH:7][CH:8]=1. (10) The product is: [C:13]1([C:11]([C:9]2[NH:8][C:7]3=[CH:2][N:3]=[CH:4][CH:5]=[C:6]3[CH:10]=2)=[O:12])[CH:14]=[CH:15][CH:16]=[CH:17][CH:18]=1. Given the reactants Cl[C:2]1[N:3]=[CH:4][CH:5]=[C:6]2[CH:10]=[C:9]([C:11]([C:13]3[CH:18]=[CH:17][CH:16]=[CH:15][CH:14]=3)=[O:12])[NH:8][C:7]=12.C(N(CC)CC)C, predict the reaction product.